From a dataset of Full USPTO retrosynthesis dataset with 1.9M reactions from patents (1976-2016). Predict the reactants needed to synthesize the given product. (1) Given the product [CH2:7]([O:6][C:1](=[O:5])[C:2]([CH3:4])([CH3:3])[CH2:21][CH2:20][CH2:19][CH2:18][Br:17])[CH3:8], predict the reactants needed to synthesize it. The reactants are: [C:1]([O:6][CH2:7][CH3:8])(=[O:5])[CH:2]([CH3:4])[CH3:3].[Li+].CC([N-]C(C)C)C.[Br:17][CH2:18][CH2:19][CH2:20][CH2:21]Br.O. (2) Given the product [Cl:22][C:20]1[CH:19]=[CH:18][C:17]2[O:23][C:1]([C:3]3[CH:12]=[CH:11][C:10]4[C:5](=[CH:6][CH:7]=[C:8]([O:13][CH3:14])[CH:9]=4)[CH:4]=3)=[CH:2][C:16]=2[CH:21]=1, predict the reactants needed to synthesize it. The reactants are: [C:1]([C:3]1[CH:12]=[CH:11][C:10]2[C:5](=[CH:6][CH:7]=[C:8]([O:13][CH3:14])[CH:9]=2)[CH:4]=1)#[CH:2].Br[C:16]1[CH:21]=[C:20]([Cl:22])[CH:19]=[CH:18][C:17]=1[OH:23]. (3) Given the product [CH2:1]([O:8][C:9]([N:11]1[CH2:16][CH2:15][CH:14]([O:17][CH3:20])[CH2:13][CH2:12]1)=[O:10])[C:2]1[CH:7]=[CH:6][CH:5]=[CH:4][CH:3]=1, predict the reactants needed to synthesize it. The reactants are: [CH2:1]([O:8][C:9]([N:11]1[CH2:16][CH2:15][CH:14]([OH:17])[CH2:13][CH2:12]1)=[O:10])[C:2]1[CH:7]=[CH:6][CH:5]=[CH:4][CH:3]=1.[H-].[Na+].[CH3:20]I.O. (4) Given the product [Br:1][C:2]1[C:3]2[C:8]([C:9]([Si:23]([CH3:26])([CH3:25])[CH3:24])=[C:10]3[C:15]=1[CH:14]=[CH:13][CH:12]=[CH:11]3)=[CH:7][CH:6]=[CH:5][CH:4]=2, predict the reactants needed to synthesize it. The reactants are: [Br:1][C:2]1[C:3]2[C:8]([C:9](Br)=[C:10]3[C:15]=1[CH:14]=[CH:13][CH:12]=[CH:11]3)=[CH:7][CH:6]=[CH:5][CH:4]=2.C([Li])(C)(C)C.Cl[Si:23]([CH3:26])([CH3:25])[CH3:24]. (5) Given the product [C:1]1([S:7]([CH2:10][C:11]2[CH:12]=[CH:13][C:14]([Br:24])=[CH:15][C:16]=2[C:17]([O:19][CH3:20])=[O:18])(=[O:9])=[O:8])[CH:2]=[CH:3][CH:4]=[CH:5][CH:6]=1, predict the reactants needed to synthesize it. The reactants are: [C:1]1([S:7]([CH2:10][C:11]2[C:16]([C:17]([O:19][CH2:20]C)=[O:18])=[C:15](OC)[C:14]([Br:24])=[CH:13][CH:12]=2)(=[O:9])=[O:8])[CH:6]=[CH:5][CH:4]=[CH:3][CH:2]=1.BrC1C=CC(CSC2C=CC=CC=2)=C(C=1)C(OC)=O. (6) Given the product [C:25]([O:29][C:30](=[O:39])[NH:31][C@H:32]1[CH2:33][CH2:34][C@H:35]([NH:38][C:22]([C:19]2[C:15]3[N:16]=[CH:17][N:18]=[C:13]([C:7]4[CH:8]=[CH:9][C:10]([F:12])=[CH:11][C:6]=4[O:5][CH2:4][CH:1]4[CH2:2][CH2:3]4)[C:14]=3[NH:21][CH:20]=2)=[O:24])[CH2:36][CH2:37]1)([CH3:28])([CH3:26])[CH3:27], predict the reactants needed to synthesize it. The reactants are: [CH:1]1([CH2:4][O:5][C:6]2[CH:11]=[C:10]([F:12])[CH:9]=[CH:8][C:7]=2[C:13]2[C:14]3[NH:21][CH:20]=[C:19]([C:22]([OH:24])=O)[C:15]=3[N:16]=[CH:17][N:18]=2)[CH2:3][CH2:2]1.[C:25]([O:29][C:30](=[O:39])[NH:31][C@H:32]1[CH2:37][CH2:36][C@H:35]([NH2:38])[CH2:34][CH2:33]1)([CH3:28])([CH3:27])[CH3:26]. (7) The reactants are: [Cl:1][C:2]1[C:3]([C:42]([OH:44])=O)=[N:4][N:5]([C:8]2[CH:13]=[CH:12][C:11]([C:14](=[O:29])[NH:15][S:16]([C:19]3[CH:28]=[CH:27]C4C(=CC=CC=4)[CH:20]=3)(=[O:18])=[O:17])=[CH:10][C:9]=2[C:30]([N:32]2[CH2:41][CH2:40][C:39]3[C:34](=[CH:35][CH:36]=[CH:37][CH:38]=3)[CH2:33]2)=[O:31])[C:6]=1[CH3:7].[CH2:45]([NH:52][CH2:53][CH2:54][CH2:55][CH3:56])[C:46]1[CH:51]=[CH:50][CH:49]=[CH:48][CH:47]=1. Given the product [CH2:45]([N:52]([CH2:53][CH2:54][CH2:55][CH3:56])[C:42]([C:3]1[C:2]([Cl:1])=[C:6]([CH3:7])[N:5]([C:8]2[CH:13]=[CH:12][C:11]([C:14](=[O:29])[NH:15][S:16]([C:19]3[CH:20]=[CH:11][C:10]4[C:27](=[CH:12][CH:13]=[CH:8][CH:9]=4)[CH:28]=3)(=[O:17])=[O:18])=[CH:10][C:9]=2[C:30]([N:32]2[CH2:33][CH2:34][C:35]3[C:40](=[CH:39][CH:38]=[CH:37][CH:36]=3)[CH2:41]2)=[O:31])[N:4]=1)=[O:44])[C:46]1[CH:51]=[CH:50][CH:49]=[CH:48][CH:47]=1, predict the reactants needed to synthesize it.